From a dataset of Reaction yield outcomes from USPTO patents with 853,638 reactions. Predict the reaction yield, written as a fraction of the theoretical maximum amount of product (1.0 means a 100% yield; for example, 0.34 means a 34% yield). (1) The reactants are [CH3:1][O:2][C:3](=[O:37])[C:4]([NH:26][C:27]([O:29][CH2:30][C:31]1[CH:36]=[CH:35][CH:34]=[CH:33][CH:32]=1)=[O:28])=[CH:5][C:6]1[CH:11]=[CH:10][C:9]([NH:12][C:13]([O:15][C:16]([CH3:19])([CH3:18])[CH3:17])=[O:14])=[C:8]([CH3:20])[C:7]=1[CH2:21][O:22][C:23](=[O:25])[CH3:24].C(OC(=O)[C@H](C(COC(=O)C)C1C=CC(NC(OC(C)(C)C)=O)=C(C)C=1)CC(OCC)=O)C. The catalyst is CO.C(OCC)(=O)C. The product is [CH3:1][O:2][C:3](=[O:37])[C@H:4]([NH:26][C:27]([O:29][CH2:30][C:31]1[CH:32]=[CH:33][CH:34]=[CH:35][CH:36]=1)=[O:28])[CH2:5][C:6]1[CH:11]=[CH:10][C:9]([NH:12][C:13]([O:15][C:16]([CH3:19])([CH3:17])[CH3:18])=[O:14])=[C:8]([CH3:20])[C:7]=1[CH2:21][O:22][C:23](=[O:25])[CH3:24]. The yield is 0.970. (2) The reactants are C(OC(=O)[NH:7][CH2:8][CH2:9][N:10]([CH2:25][C:26]1[CH:31]=[CH:30][C:29]([Cl:32])=[CH:28][CH:27]=1)[C:11](=[O:24])[C:12]1[CH:17]=[CH:16][C:15]([C:18]2[CH:23]=[CH:22][N:21]=[CH:20][CH:19]=2)=[CH:14][CH:13]=1)(C)(C)C.[ClH:34]. The catalyst is O1CCOCC1.C(OCC)C. The product is [ClH:32].[ClH:34].[NH2:7][CH2:8][CH2:9][N:10]([CH2:25][C:26]1[CH:27]=[CH:28][C:29]([Cl:32])=[CH:30][CH:31]=1)[C:11](=[O:24])[C:12]1[CH:17]=[CH:16][C:15]([C:18]2[CH:19]=[CH:20][N:21]=[CH:22][CH:23]=2)=[CH:14][CH:13]=1. The yield is 0.960. (3) The reactants are [NH2:1][C:2]1[C:3]([F:28])=[CH:4][C:5]([F:27])=[C:6]([C:8]2[C:9](=[O:26])[N:10]([CH2:24][CH3:25])[C:11]3[C:16]([CH:17]=2)=[CH:15][N:14]=[C:13]([NH:18][C:19](=[O:23])[CH2:20][C:21]#[N:22])[CH:12]=3)[CH:7]=1.C([O-])([O-])=O.[K+].[K+].Cl[C:36]([O:38][C:39]1[CH:44]=[CH:43][CH:42]=[CH:41][CH:40]=1)=[O:37]. The catalyst is C1COCC1. The product is [C:21]([CH2:20][C:19]([NH:18][C:13]1[CH:12]=[C:11]2[C:16]([CH:17]=[C:8]([C:6]3[C:5]([F:27])=[CH:4][C:3]([F:28])=[C:2]([NH:1][C:36](=[O:37])[O:38][C:39]4[CH:44]=[CH:43][CH:42]=[CH:41][CH:40]=4)[CH:7]=3)[C:9](=[O:26])[N:10]2[CH2:24][CH3:25])=[CH:15][N:14]=1)=[O:23])#[N:22]. The yield is 0.610. (4) The reactants are [C:1]([NH:7][C:8](=[O:30])[NH:9][C:10]1[N:15]=[CH:14][C:13]([O:16][C:17]2[CH:22]=[CH:21][N:20]=[C:19]([NH:23][C:24](=[O:29])OC(C)=C)[CH:18]=2)=[CH:12][CH:11]=1)(=[O:6])[C:2]([CH3:5])([CH3:4])[CH3:3].[NH:31]1[CH2:35][CH2:34][CH2:33][CH2:32]1.CN1CCCC1. The product is [C:1]([NH:7][C:8](=[O:30])[NH:9][C:10]1[N:15]=[CH:14][C:13]([O:16][C:17]2[CH:22]=[CH:21][N:20]=[C:19]([NH:23][C:24]([N:31]3[CH2:35][CH2:34][CH2:33][CH2:32]3)=[O:29])[CH:18]=2)=[CH:12][CH:11]=1)(=[O:6])[C:2]([CH3:3])([CH3:4])[CH3:5]. The catalyst is O1CCOCC1. The yield is 0.670. (5) The yield is 1.00. The reactants are Br[C:2]1[CH:7]=[CH:6][C:5]2[C:8]3([CH2:31][O:32][C:4]=2[CH:3]=1)[C:16]1[C:11](=[CH:12][CH:13]=[CH:14][CH:15]=1)[N:10]([CH:17]([C:24]1[CH:29]=[CH:28][CH:27]=[CH:26][CH:25]=1)[C:18]1[CH:23]=[CH:22][CH:21]=[CH:20][CH:19]=1)[C:9]3=[O:30].[C-]#N.[Na+].[CH3:36][N:37]1CCCC1=O. The catalyst is C(OCC)(=O)C.O.O.O.O.O.O.[Ni](Cl)Cl. The product is [C:18]1([CH:17]([C:24]2[CH:29]=[CH:28][CH:27]=[CH:26][CH:25]=2)[N:10]2[C:11]3[C:16](=[CH:15][CH:14]=[CH:13][CH:12]=3)[C:8]3([C:5]4[CH:6]=[CH:7][C:2]([C:36]#[N:37])=[CH:3][C:4]=4[O:32][CH2:31]3)[C:9]2=[O:30])[CH:23]=[CH:22][CH:21]=[CH:20][CH:19]=1. (6) The reactants are Br[C:2]1[CH:3]=[C:4]2[C:12]([C:13]3[CH:18]=[C:17]([N+:19]([O-:21])=[O:20])[CH:16]=[CH:15][C:14]=3[O:22][C:23]3[CH:28]=[CH:27][C:26]([F:29])=[CH:25][C:24]=3[F:30])=[CH:11][N:10]([CH3:31])[C:5]2=[C:6]([O:8][CH3:9])[N:7]=1.[B-](F)(F)(F)[CH2:33][N:34]1[CH2:39][CH2:38][O:37][CH2:36][CH2:35]1.[K+].C1(P(C2CCCCC2)C2C=CC=CC=2C2C(C(C)C)=CC(C(C)C)=CC=2C(C)C)CCCCC1.C([O-])([O-])=O.[Cs+].[Cs+]. The catalyst is O1CCOCC1.O.C([O-])(=O)C.[Pd+2].C([O-])(=O)C.O. The product is [F:30][C:24]1[CH:25]=[C:26]([F:29])[CH:27]=[CH:28][C:23]=1[O:22][C:14]1[CH:15]=[CH:16][C:17]([N+:19]([O-:21])=[O:20])=[CH:18][C:13]=1[C:12]1[C:4]2[C:5](=[C:6]([O:8][CH3:9])[N:7]=[C:2]([CH2:33][N:34]3[CH2:39][CH2:38][O:37][CH2:36][CH2:35]3)[CH:3]=2)[N:10]([CH3:31])[CH:11]=1. The yield is 0.524. (7) The reactants are Cl[C:2]1[C:11]2[C:6](=[CH:7][CH:8]=[C:9]([F:12])[CH:10]=2)[N:5]([CH3:13])[C:4](=[O:14])[C:3]=1[C:15]#[N:16].[NH:17]1[CH2:22][CH2:21][NH:20][CH2:19][CH2:18]1. The catalyst is ClCCl. The product is [F:12][C:9]1[CH:10]=[C:11]2[C:6](=[CH:7][CH:8]=1)[N:5]([CH3:13])[C:4](=[O:14])[C:3]([C:15]#[N:16])=[C:2]2[N:17]1[CH2:22][CH2:21][NH:20][CH2:19][CH2:18]1. The yield is 0.860.